The task is: Regression/Classification. Given a drug SMILES string, predict its absorption, distribution, metabolism, or excretion properties. Task type varies by dataset: regression for continuous measurements (e.g., permeability, clearance, half-life) or binary classification for categorical outcomes (e.g., BBB penetration, CYP inhibition). Dataset: cyp2c19_veith.. This data is from CYP2C19 inhibition data for predicting drug metabolism from PubChem BioAssay. (1) The compound is COc1ccccc1CN1CCC2(CC1)CCN(C(=O)c1ccncc1)CC2. The result is 0 (non-inhibitor). (2) The compound is Cc1c2ccccc2c(CSC(=N)N)c2ccccc12. The result is 0 (non-inhibitor). (3) The molecule is C/C(CCN1CCc2nc(-c3ccccc3)c(-c3ccccc3)cc2C1)=N\O[C@@H](C)CN1CCCc2nc(C)c(C)cc21. The result is 0 (non-inhibitor).